This data is from Catalyst prediction with 721,799 reactions and 888 catalyst types from USPTO. The task is: Predict which catalyst facilitates the given reaction. (1) The catalyst class is: 26. Reactant: FC(F)(F)C(O)=O.[CH3:8][S:9]([C:12]1[CH:33]=[CH:32][C:15]([O:16][C:17]2[N:22]=[CH:21][N:20]=[C:19]3[N:23]([CH:26]4[CH2:31][CH2:30][NH:29][CH2:28][CH2:27]4)[N:24]=[CH:25][C:18]=23)=[CH:14][CH:13]=1)(=[O:11])=[O:10].[Cl:34][C:35]1[CH:42]=[CH:41][C:38]([CH:39]=O)=[CH:37][CH:36]=1.C(N(CC)CC)C.C(O[BH-](OC(=O)C)OC(=O)C)(=O)C.[Na+]. Product: [Cl:34][C:35]1[CH:42]=[CH:41][C:38]([CH2:39][N:29]2[CH2:28][CH2:27][CH:26]([N:23]3[C:19]4=[N:20][CH:21]=[N:22][C:17]([O:16][C:15]5[CH:14]=[CH:13][C:12]([S:9]([CH3:8])(=[O:11])=[O:10])=[CH:33][CH:32]=5)=[C:18]4[CH:25]=[N:24]3)[CH2:31][CH2:30]2)=[CH:37][CH:36]=1. (2) Reactant: [C:1]([O:5][C:6]([NH:8][C:9]1[CH:10]=[CH:11][C:12]([CH3:24])=[C:13]([C:15]2[CH:20]=[CH:19][C:18]([C:21](O)=[O:22])=[CH:17][CH:16]=2)[CH:14]=1)=[O:7])([CH3:4])([CH3:3])[CH3:2].[O:25]=[S:26]1(=[O:40])[CH2:31][CH2:30][N:29]([CH2:32][C:33]2[CH:38]=[CH:37][C:36]([NH2:39])=[CH:35][CH:34]=2)[CH2:28][CH2:27]1.C(N(CC)CC)C.F[P-](F)(F)(F)(F)F.N1(OC(N(C)C)=[N+](C)C)C2C=CC=CC=2N=N1. Product: [C:1]([O:5][C:6](=[O:7])[NH:8][C:9]1[CH:14]=[C:13]([C:15]2[CH:16]=[CH:17][C:18]([C:21](=[O:22])[NH:39][C:36]3[CH:37]=[CH:38][C:33]([CH2:32][N:29]4[CH2:28][CH2:27][S:26](=[O:25])(=[O:40])[CH2:31][CH2:30]4)=[CH:34][CH:35]=3)=[CH:19][CH:20]=2)[C:12]([CH3:24])=[CH:11][CH:10]=1)([CH3:4])([CH3:2])[CH3:3]. The catalyst class is: 3. (3) Reactant: [Cl:1][C:2]1[N:7]=[C:6]([O:8][C:9]2[CH:10]=[C:11]([CH:14]=[C:15]([CH3:17])[CH:16]=2)[CH:12]=O)[C:5]([CH:18]([CH3:20])[CH3:19])=[C:4]([Cl:21])[N:3]=1.Cl.[OH:23][NH2:24].C(N(CC)CC)C. Product: [Cl:1][C:2]1[N:7]=[C:6]([O:8][C:9]2[CH:10]=[C:11]([CH:14]=[C:15]([CH3:17])[CH:16]=2)[CH:12]=[N:24][OH:23])[C:5]([CH:18]([CH3:20])[CH3:19])=[C:4]([Cl:21])[N:3]=1. The catalyst class is: 8. (4) Reactant: [OH:1][CH2:2][C:3]([CH3:8])([CH3:7])[CH2:4][C:5]#[N:6].[OH-].[NH4+].[H][H].[C:13]([O:17][C:18](O[C:18]([O:17][C:13]([CH3:16])([CH3:15])[CH3:14])=[O:19])=[O:19])([CH3:16])([CH3:15])[CH3:14]. Product: [C:13]([O:17][C:18]([NH:6][CH2:5][CH2:4][C:3]([CH3:8])([CH3:7])[CH2:2][OH:1])=[O:19])([CH3:16])([CH3:15])[CH3:14]. The catalyst class is: 40.